This data is from Catalyst prediction with 721,799 reactions and 888 catalyst types from USPTO. The task is: Predict which catalyst facilitates the given reaction. Reactant: [CH3:1][O:2][C:3]1[CH:11]=[C:10]([CH3:12])[C:9]2[NH:8][CH:7]=[CH:6][C:5]=2[C:4]=1[C:13]([C:15]1[N:25]([CH2:26][O:27][CH2:28][CH2:29][Si:30]([CH3:33])([CH3:32])[CH3:31])[C:18]2=[N:19][CH:20]=[C:21]([C:23]#[N:24])[CH:22]=[C:17]2[N:16]=1)=[O:14].[H-].[Na+].[C:36]1([CH3:46])[CH:41]=[CH:40][C:39]([S:42](Cl)(=[O:44])=[O:43])=[CH:38][CH:37]=1. Product: [CH3:1][O:2][C:3]1[CH:11]=[C:10]([CH3:12])[C:9]2[N:8]([S:42]([C:39]3[CH:40]=[CH:41][C:36]([CH3:46])=[CH:37][CH:38]=3)(=[O:44])=[O:43])[CH:7]=[CH:6][C:5]=2[C:4]=1[C:13]([C:15]1[N:25]([CH2:26][O:27][CH2:28][CH2:29][Si:30]([CH3:31])([CH3:33])[CH3:32])[C:18]2=[N:19][CH:20]=[C:21]([C:23]#[N:24])[CH:22]=[C:17]2[N:16]=1)=[O:14]. The catalyst class is: 3.